Dataset: Forward reaction prediction with 1.9M reactions from USPTO patents (1976-2016). Task: Predict the product of the given reaction. (1) Given the reactants [CH2:1]([N:8]1[C:16]2[C:11](=[CH:12][CH:13]=[C:14]([OH:17])[CH:15]=2)[C:10]([C:18]([NH:20][CH2:21][C:22]2[CH:27]=[CH:26][C:25]([F:28])=[C:24]([F:29])[CH:23]=2)=[O:19])=[C:9]1[CH:30]([CH3:32])[CH3:31])[C:2]1[CH:7]=[CH:6][CH:5]=[CH:4][CH:3]=1.C([O-])([O-])=O.[K+].[K+].[CH3:39][O:40][CH2:41][CH2:42]Br, predict the reaction product. The product is: [CH2:1]([N:8]1[C:16]2[C:11](=[CH:12][CH:13]=[C:14]([O:17][CH2:42][CH2:41][O:40][CH3:39])[CH:15]=2)[C:10]([C:18]([NH:20][CH2:21][C:22]2[CH:27]=[CH:26][C:25]([F:28])=[C:24]([F:29])[CH:23]=2)=[O:19])=[C:9]1[CH:30]([CH3:32])[CH3:31])[C:2]1[CH:7]=[CH:6][CH:5]=[CH:4][CH:3]=1. (2) Given the reactants [OH-].[Na+].[CH2:3]([OH:21])[CH2:4][O:5][CH2:6][CH2:7][O:8][CH2:9][CH2:10][O:11][CH2:12][CH2:13][O:14][CH2:15][CH2:16][O:17][CH2:18][CH2:19][OH:20].[CH2:22](Cl)[C:23]1[CH:28]=[CH:27][CH:26]=[CH:25][CH:24]=1, predict the reaction product. The product is: [CH2:22]([O:20][CH2:19][CH2:18][O:17][CH2:16][CH2:15][O:14][CH2:13][CH2:12][O:11][CH2:10][CH2:9][O:8][CH2:7][CH2:6][O:5][CH2:4][CH2:3][OH:21])[C:23]1[CH:28]=[CH:27][CH:26]=[CH:25][CH:24]=1. (3) The product is: [F:30][C:27]1[CH:28]=[CH:29][C:24]([C@H:18]2[CH2:19][C:20](=[O:2])[CH:21]=[CH:22][NH:17]2)=[C:25]([CH3:31])[CH:26]=1. Given the reactants C[O-:2].[Na+].C([C@@H]1CC[C@@H](C)C[C@H]1OC([N:17]1[CH:22]=[CH:21][CH2:20][C:19](=O)[C@H:18]1[C:24]1[CH:29]=[CH:28][C:27]([F:30])=[CH:26][C:25]=1[CH3:31])=O)(C)C, predict the reaction product.